Dataset: Catalyst prediction with 721,799 reactions and 888 catalyst types from USPTO. Task: Predict which catalyst facilitates the given reaction. Reactant: Cl.C[C:3]1[N:7]([C:8]2[CH:9]=[N:10][CH:11]=[CH:12][CH:13]=2)[N:6]=[N:5][C:4]=1[C:14]1[CH2:15][CH2:16][N:17](C(OC(C)(C)C)=O)[CH2:18][CH:19]=1. Product: [N:10]1[CH:11]=[CH:12][CH:13]=[C:8]([N:7]2[CH:3]=[C:4]([C:14]3[CH2:15][CH2:16][NH:17][CH2:18][CH:19]=3)[N:5]=[N:6]2)[CH:9]=1. The catalyst class is: 12.